Task: Predict the reactants needed to synthesize the given product.. Dataset: Full USPTO retrosynthesis dataset with 1.9M reactions from patents (1976-2016) Given the product [NH2:8][CH2:9][C:10]([NH:12][C@H:13]([C:23]([O:25][CH2:26][CH3:27])=[O:24])[CH2:14][C:15]1[CH:20]=[CH:19][N:18]=[C:17]([O:21][CH3:22])[CH:16]=1)=[O:11], predict the reactants needed to synthesize it. The reactants are: C(OC([NH:8][CH2:9][C:10]([NH:12][C@H:13]([C:23]([O:25][CH2:26][CH3:27])=[O:24])[CH2:14][C:15]1[CH:20]=[CH:19][N:18]=[C:17]([O:21][CH3:22])[CH:16]=1)=[O:11])=O)(C)(C)C.FC(F)(F)C(O)=O.